From a dataset of Forward reaction prediction with 1.9M reactions from USPTO patents (1976-2016). Predict the product of the given reaction. (1) The product is: [Br:18][CH2:19][C:20]([NH:1][CH2:2][CH2:3][O:4][CH2:5][CH2:6][O:7][CH2:8][CH2:9][NH:10][C:11](=[O:17])[O:12][C:13]([CH3:14])([CH3:16])[CH3:15])=[O:21]. Given the reactants [NH2:1][CH2:2][CH2:3][O:4][CH2:5][CH2:6][O:7][CH2:8][CH2:9][NH:10][C:11](=[O:17])[O:12][C:13]([CH3:16])([CH3:15])[CH3:14].[Br:18][CH2:19][C:20](Br)=[O:21].CCN(C(C)C)C(C)C, predict the reaction product. (2) Given the reactants [OH:1][C:2]([CH3:19])([CH3:18])[CH2:3][C:4]1[CH:9]=[CH:8][N:7]=[C:6]([NH:10][C:11](=[O:17])[O:12][C:13]([CH3:16])([CH3:15])[CH3:14])[CH:5]=1.[H-].[Na+].F[C:23]1[C:32]2[C:27](=[CH:28][CH:29]=[CH:30][CH:31]=2)[C:26]([N+:33]([O-:35])=[O:34])=[CH:25][CH:24]=1, predict the reaction product. The product is: [CH3:18][C:2]([O:1][C:23]1[C:32]2[C:27](=[CH:28][CH:29]=[CH:30][CH:31]=2)[C:26]([N+:33]([O-:35])=[O:34])=[CH:25][CH:24]=1)([CH3:19])[CH2:3][C:4]1[CH:9]=[CH:8][N:7]=[C:6]([NH:10][C:11](=[O:17])[O:12][C:13]([CH3:14])([CH3:16])[CH3:15])[CH:5]=1.